Dataset: Catalyst prediction with 721,799 reactions and 888 catalyst types from USPTO. Task: Predict which catalyst facilitates the given reaction. Reactant: [CH3:1][O:2][CH2:3][C:4]1([CH3:14])[C:9](=[O:10])[CH2:8][C:7](=[O:11])[C:6]([CH3:13])([CH3:12])[O:5]1.C(Cl)(Cl)Cl.C1(C)C=CC=CC=1.C([O-])(=O)C.C([O-])(=O)C.C([O-])(=O)C.[Cl:38][C:39]1[CH:44]=[CH:43][C:42]([C:45]2[CH:50]=[CH:49][C:48]([CH2:51][CH3:52])=[C:47]([Pb+3])[CH:46]=2)=[CH:41][CH:40]=1. Product: [Cl:38][C:39]1[CH:40]=[CH:41][C:42]([C:45]2[CH:50]=[CH:49][C:48]([CH2:51][CH3:52])=[C:47]([CH:8]3[C:7](=[O:11])[C:6]([CH3:13])([CH3:12])[O:5][C:4]([CH2:3][O:2][CH3:1])([CH3:14])[C:9]3=[O:10])[CH:46]=2)=[CH:43][CH:44]=1. The catalyst class is: 646.